Predict the reaction yield, written as a fraction of the theoretical maximum amount of product (1.0 means a 100% yield; for example, 0.34 means a 34% yield). From a dataset of Reaction yield outcomes from USPTO patents with 853,638 reactions. The product is [N:21]1[CH:26]=[C:25]([C:2]2[CH:3]=[C:4]([CH:18]=[CH:19][CH:20]=2)[CH2:5][NH:6][C:7](=[O:17])[O:8][CH:9]2[CH:14]3[CH2:15][CH2:16][N:11]([CH2:12][CH2:13]3)[CH2:10]2)[CH:24]=[N:23][CH:22]=1. No catalyst specified. The reactants are Br[C:2]1[CH:3]=[C:4]([CH:18]=[CH:19][CH:20]=1)[CH2:5][NH:6][C:7](=[O:17])[O:8][CH:9]1[CH:14]2[CH2:15][CH2:16][N:11]([CH2:12][CH2:13]2)[CH2:10]1.[N:21]1[CH:26]=[C:25](B(O)O)[CH:24]=[N:23][CH:22]=1. The yield is 0.540.